The task is: Predict the product of the given reaction.. This data is from Forward reaction prediction with 1.9M reactions from USPTO patents (1976-2016). (1) Given the reactants [CH2:1]([N:8]1[CH2:12][CH:11]([C:13]2[CH:18]=[CH:17][C:16]([Cl:19])=[C:15]([Cl:20])[CH:14]=2)[CH:10]([NH:21][CH3:22])[CH2:9]1)[C:2]1[CH:7]=[CH:6][CH:5]=[CH:4][CH:3]=1.[F:23][C:24]1[CH:25]=[C:26]([CH:29]=[CH:30][C:31]=1[C:32]([F:35])([F:34])[F:33])[CH:27]=O.[BH3-]C#N.[Na+], predict the reaction product. The product is: [CH2:1]([N:8]1[CH2:12][CH:11]([C:13]2[CH:18]=[CH:17][C:16]([Cl:19])=[C:15]([Cl:20])[CH:14]=2)[CH:10]([N:21]([CH2:27][C:26]2[CH:29]=[CH:30][C:31]([C:32]([F:33])([F:34])[F:35])=[C:24]([F:23])[CH:25]=2)[CH3:22])[CH2:9]1)[C:2]1[CH:3]=[CH:4][CH:5]=[CH:6][CH:7]=1. (2) Given the reactants [Cl:1][C:2]1[CH:14]=[C:13]([Cl:15])[CH:12]=[CH:11][C:3]=1[CH2:4][NH:5][C@H:6]1[CH2:10][CH2:9][NH:8][CH2:7]1.Cl[C:17]1[N:22]=[CH:21][C:20]([Br:23])=[CH:19][N:18]=1.C(N(C(C)C)CC)(C)C, predict the reaction product. The product is: [Br:23][C:20]1[CH:19]=[N:18][C:17]([N:8]2[CH2:9][CH2:10][C@H:6]([NH:5][CH2:4][C:3]3[CH:11]=[CH:12][C:13]([Cl:15])=[CH:14][C:2]=3[Cl:1])[CH2:7]2)=[N:22][CH:21]=1. (3) Given the reactants [C:1]([O:5][C:6](=[O:26])[NH:7][C:8]1[CH:16]=[CH:15][C:14]([CH:17]([CH2:21][CH:22]=C)[CH2:18][CH:19]=C)=[C:13]2[C:9]=1[C:10](=[O:25])[N:11]([CH3:24])[CH2:12]2)([CH3:4])([CH3:3])[CH3:2], predict the reaction product. The product is: [C:1]([O:5][C:6](=[O:26])[NH:7][C:8]1[CH:16]=[CH:15][C:14]([CH:17]2[CH2:21][CH:22]=[CH:19][CH2:18]2)=[C:13]2[C:9]=1[C:10](=[O:25])[N:11]([CH3:24])[CH2:12]2)([CH3:4])([CH3:3])[CH3:2]. (4) Given the reactants IC1C=CC=CC=1N.FC1C=CC(B(O)O)=CC=1.[OH-].[Na+].[F:21][C:22]1[CH:27]=[CH:26][C:25]([C:28]2[CH:33]=[CH:32][CH:31]=[CH:30][C:29]=2[NH2:34])=[CH:24][CH:23]=1.N1C=CC=CC=1.[C:41](OC(=O)C)(=[O:43])[CH3:42], predict the reaction product. The product is: [F:21][C:22]1[CH:23]=[CH:24][C:25]([C:28]2[CH:33]=[CH:32][CH:31]=[CH:30][C:29]=2[NH:34][C:41](=[O:43])[CH3:42])=[CH:26][CH:27]=1.